This data is from Forward reaction prediction with 1.9M reactions from USPTO patents (1976-2016). The task is: Predict the product of the given reaction. (1) Given the reactants Cl[C:2]1[N:7]=[C:6]([C:8]2[C:17]3[CH2:16][CH2:15][CH2:14][CH2:13][C:12]=3[N:11]=[C:10]([O:18][CH2:19][C:20]3[CH:25]=[CH:24][CH:23]=[CH:22][N:21]=3)[CH:9]=2)[CH:5]=[N:4][CH:3]=1.[CH3:26][NH2:27].CO, predict the reaction product. The product is: [CH3:26][NH:27][C:2]1[CH:3]=[N:4][CH:5]=[C:6]([C:8]2[C:17]3[CH2:16][CH2:15][CH2:14][CH2:13][C:12]=3[N:11]=[C:10]([O:18][CH2:19][C:20]3[CH:25]=[CH:24][CH:23]=[CH:22][N:21]=3)[CH:9]=2)[N:7]=1. (2) Given the reactants I[C:2]1[C:3]([O:8][C:9]2[CH:14]=[CH:13][C:12]([NH:15][C:16]3[S:17][C:18]4[CH:24]=[CH:23][CH:22]=[CH:21][C:19]=4[N:20]=3)=[CH:11][CH:10]=2)=[N:4][CH:5]=[CH:6][CH:7]=1.[CH:25]1([OH:30])[CH2:29][CH2:28][CH:27]=[CH:26]1.C([O-])(=O)C.[K+], predict the reaction product. The product is: [S:17]1[C:18]2[CH:24]=[CH:23][CH:22]=[CH:21][C:19]=2[N:20]=[C:16]1[NH:15][C:12]1[CH:13]=[CH:14][C:9]([O:8][C:3]2[C:2]([CH:27]3[CH2:28][CH2:29][C:25](=[O:30])[CH2:26]3)=[CH:7][CH:6]=[CH:5][N:4]=2)=[CH:10][CH:11]=1. (3) The product is: [Cl:1][C:2]1[C:3]([O:10][C:11]2[CH:16]=[CH:15][N:14]=[C:13]([C:22]3[CH:21]=[N:20][N:19]([CH3:18])[CH:23]=3)[CH:12]=2)=[CH:4][C:5]([F:9])=[C:6]([NH2:8])[CH:7]=1. Given the reactants [Cl:1][C:2]1[C:3]([O:10][C:11]2[CH:16]=[CH:15][N:14]=[C:13](Cl)[CH:12]=2)=[CH:4][C:5]([F:9])=[C:6]([NH2:8])[CH:7]=1.[CH3:18][N:19]1[CH:23]=[CH:22][C:21](B2OC(C)(C)C(C)(C)O2)=[N:20]1.C(=O)([O-])[O-].[Cs+].[Cs+].O, predict the reaction product. (4) Given the reactants [C:1]1([C:7]#[CH:8])[CH:6]=[CH:5][CH:4]=[CH:3][CH:2]=1.CCN(CC)CC.I[C:17]1[C:18]([C:26]([F:29])([F:28])[F:27])=[N:19][NH:20][C:21]=1[NH:22][C:23](=[O:25])[CH3:24], predict the reaction product. The product is: [C:1]1([C:7]#[C:8][C:17]2[C:18]([C:26]([F:28])([F:29])[F:27])=[N:19][NH:20][C:21]=2[NH:22][C:23](=[O:25])[CH3:24])[CH:6]=[CH:5][CH:4]=[CH:3][CH:2]=1.